From a dataset of Full USPTO retrosynthesis dataset with 1.9M reactions from patents (1976-2016). Predict the reactants needed to synthesize the given product. Given the product [CH3:1][C:2]1[N:7]2[N:8]=[C:9]([CH2:11][CH2:12][C:13]3[N:17]([CH3:18])[N:16]=[C:15]([N:19]4[CH2:23][CH2:22][CH2:21][CH2:20]4)[N:14]=3)[N:10]=[C:6]2[C:5]([CH3:24])=[N:4][C:3]=1[CH3:25], predict the reactants needed to synthesize it. The reactants are: [CH3:1][C:2]1[N:7]2[N:8]=[C:9](/[CH:11]=[CH:12]/[C:13]3[N:17]([CH3:18])[N:16]=[C:15]([N:19]4[CH2:23][CH2:22][CH2:21][CH2:20]4)[N:14]=3)[N:10]=[C:6]2[C:5]([CH3:24])=[N:4][C:3]=1[CH3:25].